From a dataset of NCI-60 drug combinations with 297,098 pairs across 59 cell lines. Regression. Given two drug SMILES strings and cell line genomic features, predict the synergy score measuring deviation from expected non-interaction effect. Drug 1: CCC1(CC2CC(C3=C(CCN(C2)C1)C4=CC=CC=C4N3)(C5=C(C=C6C(=C5)C78CCN9C7C(C=CC9)(C(C(C8N6C=O)(C(=O)OC)O)OC(=O)C)CC)OC)C(=O)OC)O.OS(=O)(=O)O. Drug 2: CCN(CC)CCNC(=O)C1=C(NC(=C1C)C=C2C3=C(C=CC(=C3)F)NC2=O)C. Cell line: U251. Synergy scores: CSS=40.6, Synergy_ZIP=5.92, Synergy_Bliss=7.50, Synergy_Loewe=-28.0, Synergy_HSA=4.42.